Dataset: Catalyst prediction with 721,799 reactions and 888 catalyst types from USPTO. Task: Predict which catalyst facilitates the given reaction. (1) Reactant: [Cl:1][C:2]1[CH:7]=[CH:6][CH:5]=[C:4]([Cl:8])[C:3]=1[C:9]1[C:13]([CH2:14][O:15][C:16]2[CH:21]=[CH:20][C:19]([C:22]3[CH:31]=[C:30]4[C:25]([C:26]([C:32]([O:34]C)=[O:33])=[CH:27][CH:28]=[N:29]4)=[CH:24][CH:23]=3)=[CH:18][CH:17]=2)=[C:12]([CH:36]([CH3:38])[CH3:37])[O:11][N:10]=1.CCO.O.[OH-].[Na+]. Product: [Cl:8][C:4]1[CH:5]=[CH:6][CH:7]=[C:2]([Cl:1])[C:3]=1[C:9]1[C:13]([CH2:14][O:15][C:16]2[CH:21]=[CH:20][C:19]([C:22]3[CH:31]=[C:30]4[C:25]([C:26]([C:32]([OH:34])=[O:33])=[CH:27][CH:28]=[N:29]4)=[CH:24][CH:23]=3)=[CH:18][CH:17]=2)=[C:12]([CH:36]([CH3:38])[CH3:37])[O:11][N:10]=1. The catalyst class is: 1. (2) Reactant: Br[C:2]1[CH:3]=[N:4][C:5]([N:8]2[CH2:13][CH2:12][N:11]([C:14]([O:16][C:17]([CH3:20])([CH3:19])[CH3:18])=[O:15])[CH2:10][CH2:9]2)=[N:6][CH:7]=1.[Li]CCCC.[F:26][C:27]1[CH:38]=[CH:37][C:30]([C:31](N(OC)C)=[O:32])=[CH:29][CH:28]=1. Product: [F:26][C:27]1[CH:38]=[CH:37][C:30]([C:31]([C:2]2[CH:3]=[N:4][C:5]([N:8]3[CH2:13][CH2:12][N:11]([C:14]([O:16][C:17]([CH3:20])([CH3:19])[CH3:18])=[O:15])[CH2:10][CH2:9]3)=[N:6][CH:7]=2)=[O:32])=[CH:29][CH:28]=1. The catalyst class is: 1. (3) Reactant: [CH3:1][C:2]1[CH:7]=[C:6]([C:8]2[C:13]([CH3:14])=[CH:12][C:11]([CH:15](C(OCC)=O)[C:16]([O:18]CC)=[O:17])=[CH:10][N:9]=2)[CH:5]=[CH:4][N:3]=1.[OH-].[Na+].Cl. Product: [CH3:1][C:2]1[CH:7]=[C:6]([C:8]2[C:13]([CH3:14])=[CH:12][C:11]([CH2:15][C:16]([OH:18])=[O:17])=[CH:10][N:9]=2)[CH:5]=[CH:4][N:3]=1. The catalyst class is: 20. (4) Reactant: [CH3:1][C:2]([CH3:25])([CH3:24])[CH2:3][N:4]1[C:12]2[C:7](=[N:8][C:9]([C:13]3[CH:18]=[C:17]([CH2:19]O)[CH:16]=[CH:15][C:14]=3[CH3:21])=[CH:10][CH:11]=2)[N:6]([CH3:22])[C:5]1=[O:23].P(Br)(Br)([Br:28])=O. Product: [Br:28][CH2:19][C:17]1[CH:16]=[CH:15][C:14]([CH3:21])=[C:13]([C:9]2[N:8]=[C:7]3[N:6]([CH3:22])[C:5](=[O:23])[N:4]([CH2:3][C:2]([CH3:25])([CH3:24])[CH3:1])[C:12]3=[CH:11][CH:10]=2)[CH:18]=1. The catalyst class is: 91. (5) Reactant: [AlH4-].[Li+].[Br:3][C:4]1[CH:20]=[CH:19][C:7]2[C:8]3[N:9]=[C:10]([C:16](O)=[O:17])[S:11][C:12]=3[CH2:13][CH2:14][O:15][C:6]=2[CH:5]=1. Product: [Br:3][C:4]1[CH:20]=[CH:19][C:7]2[C:8]3[N:9]=[C:10]([CH2:16][OH:17])[S:11][C:12]=3[CH2:13][CH2:14][O:15][C:6]=2[CH:5]=1. The catalyst class is: 7. (6) Reactant: [S:1]1[CH:5]=[CH:4][CH:3]=[CH:2]1.C([Li])CCC.CCCCCC.[Br:17][CH2:18][CH2:19][CH2:20][CH2:21]Br. Product: [Br:17][CH2:18][CH2:19][CH2:20][CH2:21][C:2]1[S:1][CH:5]=[CH:4][CH:3]=1. The catalyst class is: 375. (7) Reactant: [N:1]1[CH:6]=[CH:5][CH:4]=[C:3]([C:7]2[CH:11]=[C:10]([C:12]([F:15])([F:14])[F:13])[N:9]([C:16]3[N:21]=[CH:20][C:19]([NH2:22])=[CH:18][CH:17]=3)[N:8]=2)[CH:2]=1.C(N(CC)C(C)C)(C)C.[O:32]1[CH2:37][CH2:36][CH:35]([C:38](Cl)=[O:39])[CH2:34][CH2:33]1. Product: [N:1]1[CH:6]=[CH:5][CH:4]=[C:3]([C:7]2[CH:11]=[C:10]([C:12]([F:13])([F:14])[F:15])[N:9]([C:16]3[N:21]=[CH:20][C:19]([NH:22][C:38]([CH:35]4[CH2:36][CH2:37][O:32][CH2:33][CH2:34]4)=[O:39])=[CH:18][CH:17]=3)[N:8]=2)[CH:2]=1. The catalyst class is: 627.